This data is from TCR-epitope binding with 47,182 pairs between 192 epitopes and 23,139 TCRs. The task is: Binary Classification. Given a T-cell receptor sequence (or CDR3 region) and an epitope sequence, predict whether binding occurs between them. (1) The epitope is IVTDFSVIK. The TCR CDR3 sequence is CASSSGTSGGAGETQYF. Result: 1 (the TCR binds to the epitope). (2) The epitope is IVTDFSVIK. The TCR CDR3 sequence is CASSESLGATYEQYF. Result: 1 (the TCR binds to the epitope). (3) The epitope is CTELKLSDY. The TCR CDR3 sequence is CASNPSGNNYGYTF. Result: 0 (the TCR does not bind to the epitope).